This data is from Full USPTO retrosynthesis dataset with 1.9M reactions from patents (1976-2016). The task is: Predict the reactants needed to synthesize the given product. (1) Given the product [F:36][C:37]([F:42])([F:41])[C:38]([OH:40])=[O:39].[Cl:19][C:17]1[CH:16]=[CH:15][C:14]([F:20])=[C:13]([CH:12]2[C:11]([C:23]3[CH:28]=[CH:27][C:26]([Cl:29])=[CH:25][C:24]=3[F:30])([C:21]#[N:22])[CH:10]([CH2:31][C:32]([CH3:34])([CH3:35])[CH3:33])[NH:9][CH:8]2[C:6]([OH:7])=[O:5])[CH:18]=1, predict the reactants needed to synthesize it. The reactants are: C([O:5][C:6]([CH:8]1[CH:12]([C:13]2[CH:18]=[C:17]([Cl:19])[CH:16]=[CH:15][C:14]=2[F:20])[C:11]([C:23]2[CH:28]=[CH:27][C:26]([Cl:29])=[CH:25][C:24]=2[F:30])([C:21]#[N:22])[CH:10]([CH2:31][C:32]([CH3:35])([CH3:34])[CH3:33])[NH:9]1)=[O:7])(C)(C)C.[F:36][C:37]([F:42])([F:41])[C:38]([OH:40])=[O:39]. (2) Given the product [OH:26][C:27]1[CH:28]=[CH:29][C:30]([C:33]2[CH2:37][C:36]([C:39]([F:42])([F:41])[F:40])([OH:38])[O:35][N:34]=2)=[CH:31][CH:32]=1, predict the reactants needed to synthesize it. The reactants are: FC(F)(F)C(O)=O.CC1C(C)=C(C)C(C)=C(C)C=1.C([O:26][C:27]1[CH:32]=[CH:31][C:30]([C:33]2[CH2:37][C:36]([C:39]([F:42])([F:41])[F:40])([OH:38])[O:35][N:34]=2)=[CH:29][CH:28]=1)C1C=CC=CC=1. (3) Given the product [CH3:48][C@:22]12[CH2:21][CH2:20][C@H:19]([OH:18])[CH2:35][C:34]1=[CH:33][CH2:32][CH:31]1[CH:23]2[CH2:24][CH2:25][C@@:26]2([CH3:47])[CH:30]1[CH2:29][CH2:28][C@@H:27]2[N:36]1[CH:40]=[C:39]([C:41]2[CH:42]=[CH:43][CH:44]=[CH:45][CH:46]=2)[N:38]=[N:37]1, predict the reactants needed to synthesize it. The reactants are: [Si]([O:18][C@@H:19]1[CH2:35][C:34]2[C@@:22]([CH3:48])([CH:23]3[CH:31]([CH2:32][CH:33]=2)[CH:30]2[C@@:26]([CH3:47])([C@@H:27]([N:36]4[CH:40]=[C:39]([C:41]5[CH:46]=[CH:45][CH:44]=[CH:43][CH:42]=5)[N:38]=[N:37]4)[CH2:28][CH2:29]2)[CH2:25][CH2:24]3)[CH2:21][CH2:20]1)(C(C)(C)C)(C1C=CC=CC=1)C1C=CC=CC=1. (4) The reactants are: N1C=CC=CC=1.[NH:7]1[CH2:14][CH2:13][CH2:12][C@@H:8]1[C:9]([OH:11])=[O:10].C[Si](Cl)(C)C.[C:20](Cl)(=[O:32])[CH2:21][CH2:22][CH2:23][CH2:24][CH2:25][CH2:26][CH2:27][CH2:28][CH2:29][CH2:30][CH3:31]. Given the product [C:20]([N:7]1[CH2:14][CH2:13][CH2:12][C@@H:8]1[C:9]([OH:11])=[O:10])(=[O:32])[CH2:21][CH2:22][CH2:23][CH2:24][CH2:25][CH2:26][CH2:27][CH2:28][CH2:29][CH2:30][CH3:31], predict the reactants needed to synthesize it. (5) Given the product [CH3:20][N:3]1[C:4]2[C:9](=[CH:8][CH:7]=[CH:6][CH:5]=2)[C:10]2=[N:14][C:13]3[CH:15]=[CH:16][CH:17]=[CH:18][C:12]=3[N:11]2[C:2]1([CH3:19])[CH3:1], predict the reactants needed to synthesize it. The reactants are: [CH3:1][C:2]1([CH3:19])[N:11]2[C:12]3[CH:18]=[CH:17][CH:16]=[CH:15][C:13]=3[N:14]=[C:10]2[C:9]2[C:4](=[CH:5][CH:6]=[CH:7][CH:8]=2)[NH:3]1.[CH3:20]C(C)([O-])C.[Na+].CI. (6) The reactants are: Cl.[N:2]1([CH2:7][CH2:8][CH2:9][O:10][C:11]2[CH:16]=[CH:15][C:14]([N:17]3[CH2:22][CH2:21][NH:20][CH2:19][CH2:18]3)=[CH:13][CH:12]=2)[CH2:6][CH2:5][CH2:4][CH2:3]1.[CH:23](=O)[C:24]1[CH:29]=[CH:28][CH:27]=[CH:26][CH:25]=1.C(O)(=O)C.C(O[BH-](OC(=O)C)OC(=O)C)(=O)C.[Na+].[Cl:49][CH:50]([Cl:52])C. Given the product [NH3:2].[CH3:9][OH:10].[Cl:49][CH2:50][Cl:52].[CH2:23]([N:20]1[CH2:19][CH2:18][N:17]([C:14]2[CH:13]=[CH:12][C:11]([O:10][CH2:9][CH2:8][CH2:7][N:2]3[CH2:6][CH2:5][CH2:4][CH2:3]3)=[CH:16][CH:15]=2)[CH2:22][CH2:21]1)[C:24]1[CH:29]=[CH:28][CH:27]=[CH:26][CH:25]=1, predict the reactants needed to synthesize it.